Task: Predict the product of the given reaction.. Dataset: Forward reaction prediction with 1.9M reactions from USPTO patents (1976-2016) (1) Given the reactants S(Cl)(Cl)=O.Cl.[N:6]1[CH:11]=[CH:10][C:9]([CH2:12][C:13]([OH:15])=[O:14])=[CH:8][CH:7]=1.C(=O)(O)[O-].[Na+].[CH3:21][CH2:22]O, predict the reaction product. The product is: [N:6]1[CH:11]=[CH:10][C:9]([CH2:12][C:13]([O:15][CH2:21][CH3:22])=[O:14])=[CH:8][CH:7]=1. (2) The product is: [CH2:20]([O:22][C:23]1[CH:24]=[C:25]([CH:26]2[C:12]([C:13]3[CH:18]=[CH:17][CH:16]=[CH:15][CH:14]=3)=[C:11]([C:7]3[CH:6]=[C:5]4[C:10](=[CH:9][CH:8]=3)[CH:1]=[N:2][CH:3]=[CH:4]4)[NH:38][C:36](=[O:37])[NH:35]2)[CH:28]=[C:29]([N+:32]([O-:34])=[O:33])[C:30]=1[OH:31])[CH3:21]. Given the reactants [CH:1]1[C:10]2[C:5](=[CH:6][C:7]([C:11](=O)[CH2:12][C:13]3[CH:18]=[CH:17][CH:16]=[CH:15][CH:14]=3)=[CH:8][CH:9]=2)[CH:4]=[CH:3][N:2]=1.[CH2:20]([O:22][C:23]1[CH:24]=[C:25]([CH:28]=[C:29]([N+:32]([O-:34])=[O:33])[C:30]=1[OH:31])[CH:26]=O)[CH3:21].[NH2:35][C:36]([NH2:38])=[O:37].Cl, predict the reaction product. (3) Given the reactants [C:1]1([N:7]2[C:11]([C:12]3[CH:17]=[CH:16][CH:15]=[C:14]([O:18][C:19]([F:22])([F:21])[F:20])[CH:13]=3)=[CH:10][C:9]([NH2:23])=[N:8]2)[CH:6]=[CH:5][CH:4]=[CH:3][CH:2]=1.[CH3:24][C@H:25]1[C:29](=[O:30])[NH:28][CH2:27][C@@H:26]1[C:31](O)=[O:32].C1C=CC2N(O)N=NC=2C=1.CCN=C=NCCCN(C)C.Cl, predict the reaction product. The product is: [C:1]1([N:7]2[C:11]([C:12]3[CH:17]=[CH:16][CH:15]=[C:14]([O:18][C:19]([F:22])([F:20])[F:21])[CH:13]=3)=[CH:10][C:9]([NH:23][C:31]([C@@H:26]3[C@@H:25]([CH3:24])[C:29](=[O:30])[NH:28][CH2:27]3)=[O:32])=[N:8]2)[CH:2]=[CH:3][CH:4]=[CH:5][CH:6]=1. (4) Given the reactants [Br:1][C:2]1[CH:7]=[CH:6][C:5]([NH2:8])=[C:4]([NH2:9])[CH:3]=1.[Br:10][C:11]1[CH:12]=[C:13]2[C:22]3[C:20]([CH:21]=1)=[CH:19][C:18]([Br:23])=[CH:17][C:16]=3[C:15](=O)[C:14]2=O, predict the reaction product. The product is: [Br:10][C:11]1[CH:21]=[C:20]2[C:22]3=[C:13]([C:14]4[C:15]([C:16]3=[CH:17][C:18]([Br:23])=[CH:19]2)=[N:9][C:4]2[C:5](=[CH:6][CH:7]=[C:2]([Br:1])[CH:3]=2)[N:8]=4)[CH:12]=1. (5) Given the reactants FC(F)(F)C([N:5]1[CH2:11][C@@H:10]([CH3:12])[C:9]2[C:13]([F:18])=[C:14]([Cl:17])[CH:15]=[CH:16][C:8]=2[CH2:7][CH2:6]1)=O.[OH-].[Na+], predict the reaction product. The product is: [Cl:17][C:14]1[CH:15]=[CH:16][C:8]2[CH2:7][CH2:6][NH:5][CH2:11][C@@H:10]([CH3:12])[C:9]=2[C:13]=1[F:18].